Dataset: Forward reaction prediction with 1.9M reactions from USPTO patents (1976-2016). Task: Predict the product of the given reaction. (1) Given the reactants [CH2:1]([O:3][C:4]1[CH:9]=[CH:8][CH:7]=[CH:6][C:5]=1[CH2:10][CH2:11]O)[CH3:2].C1C=CC(P(C2C=CC=CC=2)C2C=CC=CC=2)=CC=1.N1C=CN=C1.[I:37]I, predict the reaction product. The product is: [CH2:1]([O:3][C:4]1[CH:9]=[CH:8][CH:7]=[CH:6][C:5]=1[CH2:10][CH2:11][I:37])[CH3:2]. (2) The product is: [OH:13][C:10]([C:7]1[CH:8]=[CH:9][C:4]([CH2:1][CH:19]([OH:18])[CH2:20][OH:23])=[CH:5][CH:6]=1)([CH3:12])[CH3:11]. Given the reactants [CH2:1]([C:4]1[CH:9]=[CH:8][C:7]([C:10]([OH:13])([CH3:12])[CH3:11])=[CH:6][CH:5]=1)C=C.C[N+]1([O-])[CH2:20][CH2:19][O:18]CC1.S(S([O-])=O)([O-])=[O:23], predict the reaction product. (3) Given the reactants [CH3:1]C([O-])(C)C.[K+].[CH:7]([O:10][C:11]1[C:18]([O:19][CH:20]([CH3:22])[CH3:21])=[CH:17][CH:16]=[CH:15][C:12]=1[CH:13]=O)([CH3:9])[CH3:8], predict the reaction product. The product is: [CH:7]([O:10][C:11]1[C:18]([O:19][CH:20]([CH3:22])[CH3:21])=[CH:17][CH:16]=[CH:15][C:12]=1[CH:13]=[CH2:1])([CH3:9])[CH3:8]. (4) Given the reactants [C:1]1([C:7]2[NH:8][C:9]3[CH:10]=[CH:11][CH:12]=[C:13]4[C:19](=[O:20])[NH:18][CH2:17][CH2:16][C:15]=2[C:14]=34)[CH:6]=[CH:5]C=[CH:3][CH:2]=1.[N:21]1C=CC(B(O)O)=CC=1, predict the reaction product. The product is: [N:21]1[CH:5]=[CH:6][C:1]([C:7]2[NH:8][C:9]3[CH:10]=[CH:11][CH:12]=[C:13]4[C:19](=[O:20])[NH:18][CH2:17][CH2:16][C:15]=2[C:14]=34)=[CH:2][CH:3]=1.